Dataset: Peptide-MHC class I binding affinity with 185,985 pairs from IEDB/IMGT. Task: Regression. Given a peptide amino acid sequence and an MHC pseudo amino acid sequence, predict their binding affinity value. This is MHC class I binding data. (1) The peptide sequence is EMYPRHRYSK. The MHC is HLA-A31:01 with pseudo-sequence HLA-A31:01. The binding affinity (normalized) is 0.348. (2) The MHC is HLA-B44:02 with pseudo-sequence HLA-B44:02. The peptide sequence is AEVVKLPSRY. The binding affinity (normalized) is 0.541.